From a dataset of Reaction yield outcomes from USPTO patents with 853,638 reactions. Predict the reaction yield, written as a fraction of the theoretical maximum amount of product (1.0 means a 100% yield; for example, 0.34 means a 34% yield). The reactants are [CH3:1][C:2]([CH3:14])([CH3:13])[C:3]([NH:5][C:6]1[CH:11]=[CH:10][CH:9]=[CH:8][C:7]=1[CH3:12])=O.[Li]CCCC.[NH4+].[Cl-]. The catalyst is C1COCC1. The product is [C:2]([C:3]1[NH:5][C:6]2[C:7]([CH:12]=1)=[CH:8][CH:9]=[CH:10][CH:11]=2)([CH3:14])([CH3:13])[CH3:1]. The yield is 0.880.